Dataset: TCR-epitope binding with 47,182 pairs between 192 epitopes and 23,139 TCRs. Task: Binary Classification. Given a T-cell receptor sequence (or CDR3 region) and an epitope sequence, predict whether binding occurs between them. (1) The epitope is KLGGALQAK. The TCR CDR3 sequence is CASIEGETQYF. Result: 1 (the TCR binds to the epitope). (2) The epitope is GLNKIVRMY. The TCR CDR3 sequence is CASSQGSAPSYEQYF. Result: 0 (the TCR does not bind to the epitope). (3) The epitope is LLQTGIHVRVSQPSL. The TCR CDR3 sequence is CASSVQGATEAFF. Result: 0 (the TCR does not bind to the epitope). (4) The epitope is MPASWVMRI. The TCR CDR3 sequence is CASSQDPGDRVYTGELFF. Result: 0 (the TCR does not bind to the epitope). (5) The epitope is LPPAYTNSF. The TCR CDR3 sequence is CASRPYLQGTDTQYF. Result: 0 (the TCR does not bind to the epitope). (6) The epitope is FIAGLIAIV. The TCR CDR3 sequence is CASSTGQEGGYTF. Result: 1 (the TCR binds to the epitope). (7) The epitope is ILGLPTQTV. The TCR CDR3 sequence is CASSPENSGGAFYEQFF. Result: 1 (the TCR binds to the epitope).